The task is: Predict the reactants needed to synthesize the given product.. This data is from Full USPTO retrosynthesis dataset with 1.9M reactions from patents (1976-2016). (1) Given the product [CH3:8][O:9][C:10]1[CH:11]=[CH:12][C:13]([C@@H:16]2[C@@H:21]([O:22][CH2:23][C:24]3[CH:25]=[CH:26][C:27]4[O:32][CH2:31][CH2:30][N:29]([CH2:33][CH2:34][CH2:35][O:36][CH3:37])[C:28]=4[CH:38]=3)[CH2:20][N:19]([S:39]([C:42]3[CH:47]=[CH:46][C:45]([CH3:48])=[CH:44][CH:43]=3)(=[O:40])=[O:41])[C@H:18]([CH2:49][C:50]([CH3:55])([CH3:54])[C:51]([N:5]3[CH2:6][CH2:7][N:2]([CH3:1])[CH2:3][CH2:4]3)=[O:53])[CH2:17]2)=[CH:14][CH:15]=1, predict the reactants needed to synthesize it. The reactants are: [CH3:1][N:2]1[CH2:7][CH2:6][NH:5][CH2:4][CH2:3]1.[CH3:8][O:9][C:10]1[CH:15]=[CH:14][C:13]([C@@H:16]2[C@@H:21]([O:22][CH2:23][C:24]3[CH:25]=[CH:26][C:27]4[O:32][CH2:31][CH2:30][N:29]([CH2:33][CH2:34][CH2:35][O:36][CH3:37])[C:28]=4[CH:38]=3)[CH2:20][N:19]([S:39]([C:42]3[CH:47]=[CH:46][C:45]([CH3:48])=[CH:44][CH:43]=3)(=[O:41])=[O:40])[C@H:18]([CH2:49][C:50]([CH3:55])([CH3:54])[C:51]([OH:53])=O)[CH2:17]2)=[CH:12][CH:11]=1. (2) Given the product [CH2:33]([O:32][C:29]([C:25]1[C:26](=[O:27])[N:12]([CH2:13][C:14]2[CH:15]=[CH:16][C:17]([O:20][CH3:21])=[CH:18][CH:19]=2)[C:11]2[CH:10]=[CH:9][S:8][C:7]=2[C:5]=1[OH:6])=[O:30])[CH3:34], predict the reactants needed to synthesize it. The reactants are: [H-].[Na+].CO[C:5]([C:7]1[S:8][CH:9]=[C:10](C)[C:11]=1[NH:12][CH2:13][C:14]1[CH:19]=[CH:18][C:17]([O:20][CH3:21])=[CH:16][CH:15]=1)=[O:6].C([CH:25]([C:29](Cl)=[O:30])[C:26](Cl)=[O:27])C.[O-:32][CH2:33][CH3:34].[Na+]. (3) Given the product [CH3:36][S:37][CH2:39][O:1][C@H:2]1[CH2:7][CH2:6][C@H:5]([N:8]2[C:13](=[O:14])[C:12]([CH2:15][C:16]3[CH:21]=[CH:20][C:19]([C:22]4[C:23]([C:28]#[N:29])=[CH:24][CH:25]=[CH:26][CH:27]=4)=[CH:18][CH:17]=3)=[C:11]([CH2:30][CH2:31][CH3:32])[N:10]3[N:33]=[CH:34][N:35]=[C:9]23)[CH2:4][CH2:3]1, predict the reactants needed to synthesize it. The reactants are: [OH:1][C@H:2]1[CH2:7][CH2:6][C@H:5]([N:8]2[C:13](=[O:14])[C:12]([CH2:15][C:16]3[CH:21]=[CH:20][C:19]([C:22]4[C:23]([C:28]#[N:29])=[CH:24][CH:25]=[CH:26][CH:27]=4)=[CH:18][CH:17]=3)=[C:11]([CH2:30][CH2:31][CH3:32])[N:10]3[N:33]=[CH:34][N:35]=[C:9]23)[CH2:4][CH2:3]1.[CH3:36][S:37]([CH3:39])=O.C(OC(=O)C)(=O)C.